This data is from Reaction yield outcomes from USPTO patents with 853,638 reactions. The task is: Predict the reaction yield, written as a fraction of the theoretical maximum amount of product (1.0 means a 100% yield; for example, 0.34 means a 34% yield). (1) The reactants are [CH2:1]([C:5]1[CH:6]=[CH:7][C:8]([C:11]([OH:13])=O)=[N:9][CH:10]=1)[CH2:2][CH2:3][CH3:4].ClC(OC(C)C)=O.Cl.[CH3:22][S:23]([C:26]1[CH:31]=[CH:30][C:29]([N:32]2[C:36]3=[N:37][CH:38]=[N:39][C:40]([O:41][CH:42]4[CH2:47][CH2:46][NH:45][CH2:44][CH2:43]4)=[C:35]3[CH:34]=[N:33]2)=[CH:28][CH:27]=1)(=[O:25])=[O:24].C(N(CC)CC)C. The catalyst is CN(C=O)C. The product is [CH2:1]([C:5]1[CH:6]=[CH:7][C:8]([C:11]([N:45]2[CH2:46][CH2:47][CH:42]([O:41][C:40]3[N:39]=[CH:38][N:37]=[C:36]4[N:32]([C:29]5[CH:28]=[CH:27][C:26]([S:23]([CH3:22])(=[O:24])=[O:25])=[CH:31][CH:30]=5)[N:33]=[CH:34][C:35]=34)[CH2:43][CH2:44]2)=[O:13])=[N:9][CH:10]=1)[CH2:2][CH2:3][CH3:4]. The yield is 0.130. (2) The reactants are [CH3:1][N:2]1[C:6](O)=[N:5][C:4]([C:8]2[CH:9]=[N:10][CH:11]=[CH:12][CH:13]=2)=[N:3]1.P(Br)(Br)([Br:16])=O. The catalyst is CC(C)=O.C(=O)=O. The product is [Br:16][C:6]1[N:2]([CH3:1])[N:3]=[C:4]([C:8]2[CH:9]=[N:10][CH:11]=[CH:12][CH:13]=2)[N:5]=1. The yield is 0.740. (3) The reactants are [Cl:1][C:2]1[CH:3]=[CH:4][C:5]([C:24](OC)=[O:25])=[C:6]2[C:10]=1[N:9]=[C:8]1[N:11]([C:15]3[CH:20]=[CH:19][C:18]([O:21][CH3:22])=[CH:17][C:16]=3[CH3:23])[CH2:12][CH2:13][CH2:14][N:7]21.[CH:28]1([Mg]Br)[CH2:30][CH2:29]1.O1[CH2:37][CH2:36][CH2:35]C1. No catalyst specified. The product is [Cl:1][C:2]1[C:10]2[N:9]=[C:8]3[N:11]([C:15]4[CH:20]=[CH:19][C:18]([O:21][CH3:22])=[CH:17][C:16]=4[CH3:23])[CH2:12][CH2:13][CH2:14][N:7]3[C:6]=2[C:5]([C:24]([CH:35]2[CH2:36][CH2:37]2)([CH:28]2[CH2:30][CH2:29]2)[OH:25])=[CH:4][CH:3]=1. The yield is 0.440. (4) The reactants are [Br:1][C:2]1[C:14](=[O:15])[N:13]([CH:16]2[CH2:20][CH2:19][CH2:18][CH2:17]2)[C:5]2[N:6]=[C:7](S(C)=O)[N:8]=[CH:9][C:4]=2[C:3]=1[CH3:21].[NH2:22][C:23]1[CH:28]=[CH:27][CH:26]=[CH:25][N:24]=1. The catalyst is C1(C)C=CC=CC=1. The product is [Br:1][C:2]1[C:14](=[O:15])[N:13]([CH:16]2[CH2:20][CH2:19][CH2:18][CH2:17]2)[C:5]2[N:6]=[C:7]([NH:22][C:23]3[CH:28]=[CH:27][CH:26]=[CH:25][N:24]=3)[N:8]=[CH:9][C:4]=2[C:3]=1[CH3:21]. The yield is 0.300. (5) The reactants are [CH2:1]([C@H:4]1[C:8](=[O:9])[N:7]([C:10]([O:12][C:13]([CH3:16])([CH3:15])[CH3:14])=[O:11])[C@H:6]([C:17](OCC)=[O:18])[CH2:5]1)[CH:2]=[CH2:3].[BH4-].[Na+]. The catalyst is CO.O. The product is [OH:18][CH2:17][C@@H:6]([NH:7][C:10](=[O:11])[O:12][C:13]([CH3:16])([CH3:15])[CH3:14])[CH2:5][C@H:4]([CH2:8][OH:9])[CH2:1][CH:2]=[CH2:3]. The yield is 0.850. (6) The reactants are [C:1]([C:4]1[CH:14]=[CH:13][C:12]2[CH:11]3[CH2:15][CH:7]([CH2:8][N:9]([C:16](=[O:21])C(F)(F)F)[CH2:10]3)[C:6]=2[CH:5]=1)(=[O:3])[CH3:2].[NH4+].[OH-].[C:24]([O:28]C(OC([O:28][C:24]([CH3:27])([CH3:26])[CH3:25])=O)=O)([CH3:27])([CH3:26])[CH3:25].O. The catalyst is CO. The product is [C:24]([O:28][C:16]([N:9]1[CH2:8][CH:7]2[CH2:15][CH:11]([C:12]3[CH:13]=[CH:14][C:4]([C:1](=[O:3])[CH3:2])=[CH:5][C:6]=32)[CH2:10]1)=[O:21])([CH3:27])([CH3:26])[CH3:25]. The yield is 1.00. (7) The reactants are [C:1]([C:3]([C:10]1[CH2:15][CH2:14][CH2:13][CH2:12][CH:11]=1)([CH3:9])[C:4]([O:6][CH2:7][CH3:8])=[O:5])#[N:2].[BH4-].[Na+]. The catalyst is C(O)C.Cl[Ni]Cl. The product is [NH2:2][CH2:1][C:3]([C:10]1[CH2:15][CH2:14][CH2:13][CH2:12][CH:11]=1)([CH3:9])[C:4]([O:6][CH2:7][CH3:8])=[O:5]. The yield is 0.700. (8) The reactants are C([N:4]1[CH2:9][CH2:8][C:7]2([CH2:15][CH2:14][C:13](=[O:16])[C:12]3[CH:17]=[CH:18][CH:19]=[CH:20][C:11]=3[NH:10]2)[CH2:6][CH2:5]1)(=O)C. The catalyst is Cl.[OH-].[Na+]. The product is [NH:4]1[CH2:9][CH2:8][C:7]2([CH2:15][CH2:14][C:13](=[O:16])[C:12]3[CH:17]=[CH:18][CH:19]=[CH:20][C:11]=3[NH:10]2)[CH2:6][CH2:5]1. The yield is 0.960. (9) The reactants are [C:1]([Si:5](Cl)([C:12]1[CH:17]=[CH:16][CH:15]=[CH:14][CH:13]=1)[C:6]1[CH:11]=[CH:10][CH:9]=[CH:8][CH:7]=1)([CH3:4])([CH3:3])[CH3:2].[OH:19][CH2:20][CH2:21][C:22]1([CH2:28][CH2:29][OH:30])[CH2:27][CH2:26][CH2:25][CH2:24][CH2:23]1.[Cl-].[NH4+]. The catalyst is C(Cl)Cl. The product is [O:19]([CH2:20][CH2:21][C:22]1([CH2:28][CH2:29][OH:30])[CH2:23][CH2:24][CH2:25][CH2:26][CH2:27]1)[Si:5]([C:1]([CH3:4])([CH3:3])[CH3:2])([C:12]1[CH:17]=[CH:16][CH:15]=[CH:14][CH:13]=1)[C:6]1[CH:11]=[CH:10][CH:9]=[CH:8][CH:7]=1. The yield is 0.600.